Dataset: Forward reaction prediction with 1.9M reactions from USPTO patents (1976-2016). Task: Predict the product of the given reaction. (1) Given the reactants [CH2:1]([N:8]1[C:16]2[C:11](=[CH:12][CH:13]=[C:14]([N+:17]([O-:19])=[O:18])[CH:15]=2)[C:10]([C:20]([OH:31])([C:27]([F:30])([F:29])[F:28])[CH2:21][NH:22][C:23](=[O:26])[CH2:24][OH:25])=[CH:9]1)[C:2]1[CH:7]=[CH:6][CH:5]=[CH:4][CH:3]=1.Br[C:33]1[CH:42]=[CH:41][C:36]([C:37]([O:39][CH3:40])=[O:38])=[CH:35][CH:34]=1.C(=O)([O-])[O-].[K+].[K+].[Cl-].[NH4+], predict the reaction product. The product is: [CH2:1]([N:8]1[C:16]2[C:11](=[CH:12][CH:13]=[C:14]([N+:17]([O-:19])=[O:18])[CH:15]=2)[C:10]([C:20]([OH:31])([C:27]([F:30])([F:29])[F:28])[CH2:21][NH:22][C:23](=[O:26])[CH2:24][O:25][C:33]2[CH:42]=[CH:41][C:36]([C:37]([O:39][CH3:40])=[O:38])=[CH:35][CH:34]=2)=[CH:9]1)[C:2]1[CH:3]=[CH:4][CH:5]=[CH:6][CH:7]=1. (2) Given the reactants Cl[C:2]1[N:10]=[CH:9][N:8]=[C:7]2[C:3]=1[N:4]=[CH:5][N:6]2[CH:11]1[CH2:16][CH2:15][CH2:14][CH2:13][O:12]1.ClC1N=CN=C2C=1NC=N2.[OH:27][C:28]1[CH:29]=[C:30]([CH:33]=[CH:34][CH:35]=1)[CH2:31][NH2:32].C(N(CC)CC)C, predict the reaction product. The product is: [OH:27][C:28]1[CH:29]=[C:30]([CH:33]=[CH:34][CH:35]=1)[CH2:31][NH:32][C:2]1[N:10]=[CH:9][N:8]=[C:7]2[C:3]=1[N:4]=[CH:5][N:6]2[CH:11]1[CH2:16][CH2:15][CH2:14][CH2:13][O:12]1. (3) Given the reactants [Cl:1][C:2]1[CH:11]=[C:10]2[C:5]([CH2:6][CH:7]([CH:12]([CH3:14])[CH3:13])[N:8]=[CH:9]2)=[CH:4][C:3]=1[O:15][CH2:16][CH2:17][O:18][CH3:19].C(O[CH:23]=[C:24]([C:30](=[O:32])[CH3:31])[C:25]([O:27][CH2:28][CH3:29])=[O:26])C, predict the reaction product. The product is: [Cl:1][C:2]1[C:3]([O:15][CH2:16][CH2:17][O:18][CH3:19])=[CH:4][C:5]2[CH2:6][CH:7]([CH:12]([CH3:13])[CH3:14])[N:8]3[CH:9]([CH2:31][C:30](=[O:32])[C:24]([C:25]([O:27][CH2:28][CH3:29])=[O:26])=[CH:23]3)[C:10]=2[CH:11]=1. (4) Given the reactants [OH:1][C@@H:2]1[C@H:6]([OH:7])[C@@H:5](CO)[O:4][C@H:3]1[CH2:10][N:11]1[CH:20]=[CH:19][C:18]2[C:13](=[CH:14][CH:15]=[CH:16][CH:17]=2)[C:12]1=[O:21].[O:22]1CCCC1.C(O)(=O)C, predict the reaction product. The product is: [OH:22][C@@H:3]1[C@H:2]([OH:1])[C@@H:6]([CH2:5][OH:4])[O:7][C@H:10]1[N:11]1[CH2:20][CH2:19][C:18]2[C:13](=[CH:14][CH:15]=[CH:16][CH:17]=2)[C:12]1=[O:21]. (5) Given the reactants [F:1][C:2]([F:33])([F:32])[C:3]([NH:5][C@@H:6]1[CH2:31][CH2:30][N:9]2[C:10]3[CH:23]=[CH:22][C:21]([C:24]4[N:25]=NN(C)N=4)=[CH:20][C:11]=3[C@H:12]([CH3:19])[C:13]3[CH:18]=[CH:17][CH:16]=[CH:15][C:14]=3[C@H:8]2[CH2:7]1)=[O:4], predict the reaction product. The product is: [F:32][C:2]([F:1])([F:33])[C:3]([NH:5][C@@H:6]1[CH2:31][CH2:30][N:9]2[C:10]3[CH:23]=[CH:22][C:21]([C:24]4[CH:2]=[CH:3][N:5]=[CH:6][N:25]=4)=[CH:20][C:11]=3[C@H:12]([CH3:19])[C:13]3[CH:18]=[CH:17][CH:16]=[CH:15][C:14]=3[C@H:8]2[CH2:7]1)=[O:4]. (6) The product is: [F:20][C:21]1[CH:26]=[CH:25][C:24]([C:8]2[C:7]([O:19][CH2:18][CH2:17][O:16][CH:13]([CH3:15])[CH3:14])=[N:6][CH:5]=[C:4]([CH:9]=2)[C:3]([NH:30][C@@H:31]2[CH2:36][CH2:35][CH2:34][CH2:33][C@H:32]2[OH:37])=[O:12])=[CH:23][CH:22]=1. Given the reactants CO[C:3](=[O:12])[C:4]1[CH:9]=[C:8](Br)[C:7](Cl)=[N:6][CH:5]=1.[CH:13]([O:16][CH2:17][CH2:18][OH:19])([CH3:15])[CH3:14].[F:20][C:21]1[CH:26]=[CH:25][C:24](B(O)O)=[CH:23][CH:22]=1.[NH2:30][C@@H:31]1[CH2:36][CH2:35][CH2:34][CH2:33][C@H:32]1[OH:37], predict the reaction product. (7) The product is: [NH2:27][C:25]1[CH:26]=[C:22]([C:20]([NH:19][C:11]2[S:12][C:13]([CH2:14][CH2:15][CH:16]([CH3:18])[CH3:17])=[C:9]([C:7]([NH:6][CH2:5][CH2:4][CH2:3][N:2]([CH3:1])[CH3:31])=[O:8])[N:10]=2)=[O:21])[N:23]([CH3:30])[CH:24]=1. Given the reactants [CH3:1][N:2]([CH3:31])[CH2:3][CH2:4][CH2:5][NH:6][C:7]([C:9]1[N:10]=[C:11]([NH:19][C:20]([C:22]2[N:23]([CH3:30])[CH:24]=[C:25]([N+:27]([O-])=O)[CH:26]=2)=[O:21])[S:12][C:13]=1[CH2:14][CH2:15][CH:16]([CH3:18])[CH3:17])=[O:8], predict the reaction product. (8) Given the reactants [Cl:1][C:2]1[CH:7]=[C:6]([O:8][C:9]2[C:10](I)=[N:11][C:12]([CH3:15])=[CH:13][CH:14]=2)[CH:5]=[CH:4][N:3]=1.C([Sn](CCCC)(CCCC)[C:22]1[CH:23]=[N:24][CH:25]=[N:26][CH:27]=1)CCC.CO, predict the reaction product. The product is: [Cl:1][C:2]1[CH:7]=[C:6]([O:8][C:9]2[C:10]([C:22]3[CH:23]=[N:24][CH:25]=[N:26][CH:27]=3)=[N:11][C:12]([CH3:15])=[CH:13][CH:14]=2)[CH:5]=[CH:4][N:3]=1.